This data is from Aqueous solubility values for 9,982 compounds from the AqSolDB database. The task is: Regression/Classification. Given a drug SMILES string, predict its absorption, distribution, metabolism, or excretion properties. Task type varies by dataset: regression for continuous measurements (e.g., permeability, clearance, half-life) or binary classification for categorical outcomes (e.g., BBB penetration, CYP inhibition). For this dataset (solubility_aqsoldb), we predict Y. (1) The molecule is Cc1c(Cl)cccc1Cl. The Y is -3.79 log mol/L. (2) The molecule is O=C1CNC(=O)CN1. The Y is -0.831 log mol/L. (3) The molecule is [Br-].[Li+]. The Y is 1.32 log mol/L. (4) The drug is CC(=O)[O-].CC(=O)[O-].[Cu+2]. The Y is -0.376 log mol/L. (5) The drug is CC(C)NC(C)C. The Y is 0.0362 log mol/L. (6) The compound is CNC(=S)N(C)c1ccc(Cl)cc1C. The Y is -3.66 log mol/L. (7) The molecule is CC(C)(C)COC(N)=O. The Y is -0.800 log mol/L. (8) The compound is CC(O)CCOCCC(C)O. The Y is 0.790 log mol/L. (9) The molecule is CCC1OC(=O)c2cc([N+](=O)[O-])ccc21. The Y is -2.55 log mol/L. (10) The drug is CCSC(=S)OC(CC(=O)O)C(=O)O. The Y is -1.29 log mol/L.